Dataset: Experimentally validated miRNA-target interactions with 360,000+ pairs, plus equal number of negative samples. Task: Binary Classification. Given a miRNA mature sequence and a target amino acid sequence, predict their likelihood of interaction. (1) The miRNA is hsa-miR-4786-5p with sequence UGAGACCAGGACUGGAUGCACC. The protein sequence of the target gene is MDDIYKAAVEQLTEEQKNEFKAAFDIFVLGAEDGCISTKELGKVMRMLGQNPTPEELQEMIDEVDEDGSGTVDFDEFLVMMVRCMKDDSKGKSEEELSDLFRMFDKNADGYIDLDELKIMLQATGETITEDDIEELMKDGDKNNDGRIDYDEFLEFMKGVE. Result: 0 (no interaction). (2) The miRNA is hsa-miR-1255b-2-3p with sequence AACCACUUUCUUUGCUCAUCCA. The protein sequence of the target gene is MALSVPGYSPGFRKPPEVVRLRRKRARSRGAAASPPRELTEPAARRAALVAGLPLRPFPAAGGRGGGSGGGPAAARRNPFARLDNRPRVAAEPPDGPAREQPEAPVPFLDSNQENDLLWEEKFPERTTVTELPQTSHVSFSEPDIPSSKSTELPVDWSIKTRLLFTSSQPFTWADHLKAQEEAQGLVQHCRATEVTLPKSIQDPKLSSELRCTFQQSLIYWLHPALSWLPLFPRIGADRKMAGKTSPWSNDATLQHVLMSDWSVSFTSLYNLLKTKLCPYFYVCTYQFTVLFRAAGLAGS.... Result: 0 (no interaction).